Dataset: Experimentally validated miRNA-target interactions with 360,000+ pairs, plus equal number of negative samples. Task: Binary Classification. Given a miRNA mature sequence and a target amino acid sequence, predict their likelihood of interaction. (1) The miRNA is rno-miR-214-3p with sequence ACAGCAGGCACAGACAGGCAG. The protein sequence of the target gene is MAGLELLSDQGYRIDGRRAGELRKIQARMGVFAQADGSAYIEQGNTKALAVVYGPHEIRGSRSRALPDRALVNCQYSSATFSTGERKRRPHGDRKSCEMGLQLRQTFEAAILTQLHPRSQIDIYVQVLQADGGTYAACVNAATLAVMDAGIPMRDFVCACSAGFVDGTALADLSHVEEAAGGPQLALALLPASGQIALLEMDSRLHEDHLEQVLEAAAQAARGVHTLLDLVVRQHVQEASVSLGD. Result: 0 (no interaction). (2) The miRNA is hsa-miR-19b-3p with sequence UGUGCAAAUCCAUGCAAAACUGA. The protein sequence of the target gene is MAFSQYISLAPELLLATAIFCLVFWMVRASRTQVPKGLKNPPGPWGLPFIGHMLTVGKNPHLSLTRLSQQYGDVLQIRIGSTPVVVLSGLNTIKQALVRQGDDFKGRPDLYSFTLITNGKSMTFNPDSGPVWAARRRLAQDALKSFSIASDPTSASSCYLEEHVSKEANHLVSKLQKAMAEVGHFEPVSQVVESVANVIGAMCFGKNFPRKSEEMLNIVNNSKDFVENVTSGNAVDFFPVLRYLPNPALKRFKTFNDNFVLFLQKTVQEHYQDFNKNSIQDITSALFKHSENYKDNGGLI.... Result: 0 (no interaction).